Dataset: Catalyst prediction with 721,799 reactions and 888 catalyst types from USPTO. Task: Predict which catalyst facilitates the given reaction. (1) Reactant: [CH3:1][N:2]1[C:7](=[O:8])[C:6]2=[C:9]([S:26][C:27]3[CH:32]=[CH:31][CH:30]=[CH:29][CH:28]=3)[N:10]([CH2:12][C:13]3[CH:18]=[CH:17][C:16]([C:19]4[CH:24]=[CH:23][CH:22]=[C:21]([F:25])[N:20]=4)=[CH:15][CH:14]=3)[N:11]=[C:5]2[N:4]2[C@H:33]3[CH2:38][CH2:37][CH2:36][C@H:34]3[N:35]=[C:3]12.[OH:39]OS([O-])=O.[K+]. Product: [CH3:1][N:2]1[C:7](=[O:8])[C:6]2=[C:9]([S:26]([C:27]3[CH:32]=[CH:31][CH:30]=[CH:29][CH:28]=3)=[O:39])[N:10]([CH2:12][C:13]3[CH:18]=[CH:17][C:16]([C:19]4[CH:24]=[CH:23][CH:22]=[C:21]([F:25])[N:20]=4)=[CH:15][CH:14]=3)[N:11]=[C:5]2[N:4]2[C@H:33]3[CH2:38][CH2:37][CH2:36][C@H:34]3[N:35]=[C:3]12. The catalyst class is: 881. (2) Reactant: [CH2:1]([N:8]1[CH2:13][CH2:12][C:11]([CH2:15][NH:16][C:17](=[O:20])[CH2:18]Cl)([OH:14])[CH2:10][CH2:9]1)[C:2]1[CH:7]=[CH:6][CH:5]=[CH:4][CH:3]=1.CC(C)([O-])C.[K+]. Product: [CH2:1]([N:8]1[CH2:13][CH2:12][C:11]2([O:14][CH2:18][C:17](=[O:20])[NH:16][CH2:15]2)[CH2:10][CH2:9]1)[C:2]1[CH:7]=[CH:6][CH:5]=[CH:4][CH:3]=1. The catalyst class is: 7. (3) Reactant: [C:1]([C:3]1[CH:8]=[CH:7][C:6]([C:9]2[CH:14]=[CH:13][C:12]([O:15][CH3:16])=[C:11]([CH2:17][O:18][CH2:19][C:20]3([C:33]4[CH:38]=[CH:37][CH:36]=[CH:35][CH:34]=4)[CH2:25][CH2:24][N:23](C(OC(C)(C)C)=O)[CH2:22][CH2:21]3)[CH:10]=2)=[CH:5][CH:4]=1)#[N:2].CO. Product: [CH3:16][O:15][C:12]1[CH:13]=[CH:14][C:9]([C:6]2[CH:5]=[CH:4][C:3]([C:1]#[N:2])=[CH:8][CH:7]=2)=[CH:10][C:11]=1[CH2:17][O:18][CH2:19][C:20]1([C:33]2[CH:38]=[CH:37][CH:36]=[CH:35][CH:34]=2)[CH2:25][CH2:24][NH:23][CH2:22][CH2:21]1. The catalyst class is: 281. (4) Reactant: [O:1]1[C:6]2[CH:7]=[CH:8][C:9]([CH2:11][N:12]([CH:20]3[CH2:25][CH2:24][N:23]([CH2:26][CH2:27][N:28]4[C:37]5[C:32](=[C:33]([CH:40]([OH:43])[CH2:41][CH3:42])[CH:34]=[C:35]([O:38][CH3:39])[CH:36]=5)[CH:31]=[CH:30][C:29]4=[O:44])[CH2:22][CH2:21]3)C(=O)OC(C)(C)C)=[CH:10][C:5]=2[O:4][CH2:3][CH2:2]1.[ClH:45].O1CCOCC1. Product: [ClH:45].[O:1]1[C:6]2[CH:7]=[CH:8][C:9]([CH2:11][NH:12][CH:20]3[CH2:25][CH2:24][N:23]([CH2:26][CH2:27][N:28]4[C:37]5[C:32](=[C:33]([CH:40]([OH:43])[CH2:41][CH3:42])[CH:34]=[C:35]([O:38][CH3:39])[CH:36]=5)[CH:31]=[CH:30][C:29]4=[O:44])[CH2:22][CH2:21]3)=[CH:10][C:5]=2[O:4][CH2:3][CH2:2]1. The catalyst class is: 12. (5) Reactant: [NH2:1][C:2]1[CH:7]=[CH:6][CH:5]=[CH:4][N:3]=1.C(N(CC)CC)C.[F:15][C:16]([F:27])([F:26])[C:17](O[C:17](=[O:18])[C:16]([F:27])([F:26])[F:15])=[O:18].O. Product: [F:15][C:16]([F:27])([F:26])[C:17]([N:1]=[C:2]1[CH:7]=[CH:6][CH:5]=[CH:4][NH:3]1)=[O:18]. The catalyst class is: 13. (6) Reactant: [Cl:1][C:2]1[CH:7]=[C:6]([N+:8]([O-:10])=[O:9])[CH:5]=[CH:4][C:3]=1F.[C:12]([N:15]1[CH2:20][CH2:19][NH:18][CH2:17][CH2:16]1)(=[O:14])[CH3:13]. Product: [C:12]([N:15]1[CH2:20][CH2:19][N:18]([C:3]2[CH:4]=[CH:5][C:6]([N+:8]([O-:10])=[O:9])=[CH:7][C:2]=2[Cl:1])[CH2:17][CH2:16]1)(=[O:14])[CH3:13]. The catalyst class is: 161. (7) Reactant: C=O.O.[Cl:4][C:5]1[C:6]([CH3:37])=[C:7]([C:26]2[CH:27]=[N:28][N:29]([CH:31]3[CH2:36][CH2:35][NH:34][CH2:33][CH2:32]3)[CH:30]=2)[C:8]([O:24][CH3:25])=[C:9]([CH:11]([N:13]2[C:17]3=[N:18][CH:19]=[N:20][C:21]([NH2:22])=[C:16]3[C:15]([CH3:23])=[N:14]2)[CH3:12])[CH:10]=1.[CH:38](N(CC)C(C)C)(C)C.C(O[BH-](OC(=O)C)OC(=O)C)(=O)C.[Na+]. Product: [Cl:4][C:5]1[C:6]([CH3:37])=[C:7]([C:26]2[CH:27]=[N:28][N:29]([CH:31]3[CH2:32][CH2:33][N:34]([CH3:38])[CH2:35][CH2:36]3)[CH:30]=2)[C:8]([O:24][CH3:25])=[C:9]([CH:11]([N:13]2[C:17]3=[N:18][CH:19]=[N:20][C:21]([NH2:22])=[C:16]3[C:15]([CH3:23])=[N:14]2)[CH3:12])[CH:10]=1. The catalyst class is: 2.